This data is from Reaction yield outcomes from USPTO patents with 853,638 reactions. The task is: Predict the reaction yield, written as a fraction of the theoretical maximum amount of product (1.0 means a 100% yield; for example, 0.34 means a 34% yield). (1) The reactants are CC([O-])(C)C.[K+].[NH2:7][C:8]1[CH:13]=[CH:12][C:11]([OH:14])=[C:10]([Cl:15])[CH:9]=1.[Cl:16][C:17]1[CH:22]=[C:21](Cl)[CH:20]=[CH:19][N:18]=1. The catalyst is CN(C=O)C.O.CCOC(C)=O. The product is [Cl:15][C:10]1[CH:9]=[C:8]([NH2:7])[CH:13]=[CH:12][C:11]=1[O:14][C:21]1[CH:20]=[CH:19][N:18]=[C:17]([Cl:16])[CH:22]=1. The yield is 0.500. (2) The catalyst is ClCCl. The reactants are Cl.[N+:2]([C:5]1[CH:12]=[CH:11][C:8]([CH2:9][NH2:10])=[CH:7][CH:6]=1)([O-:4])=[O:3].CN(C1C=CC=CN=1)C.[C:22](O[C:22]([O:24][C:25]([CH3:28])([CH3:27])[CH3:26])=[O:23])([O:24][C:25]([CH3:28])([CH3:27])[CH3:26])=[O:23].C(N(CC)CC)C. The product is [C:25]([O:24][C:22](=[O:23])[NH:10][CH2:9][C:8]1[CH:7]=[CH:6][C:5]([N+:2]([O-:4])=[O:3])=[CH:12][CH:11]=1)([CH3:28])([CH3:27])[CH3:26]. The yield is 0.660. (3) The reactants are [CH3:1][C:2]1[O:6][N:5]=[C:4]([C:7]2[CH:12]=[CH:11][CH:10]=[CH:9][N:8]=2)[C:3]=1[CH2:13][O:14][C:15]1[CH:16]=[CH:17][C:18]([C:21]([OH:23])=O)=[N:19][CH:20]=1.Cl.[NH2:25][C@@H:26]1[CH2:30][CH2:29][CH2:28][C@H:27]1[OH:31]. No catalyst specified. The product is [OH:31][C@H:27]1[CH2:28][CH2:29][CH2:30][C@@H:26]1[NH:25][C:21]([C:18]1[CH:17]=[CH:16][C:15]([O:14][CH2:13][C:3]2[C:4]([C:7]3[CH:12]=[CH:11][CH:10]=[CH:9][N:8]=3)=[N:5][O:6][C:2]=2[CH3:1])=[CH:20][N:19]=1)=[O:23]. The yield is 0.780. (4) The reactants are [C:1]([O:5][C:6]([N:8]([C:32]([O:34][C:35]([CH3:38])([CH3:37])[CH3:36])=[O:33])[C:9]1[C:10]([C:16]2[N:20]([C:21]([O:23][C:24]([CH3:27])([CH3:26])[CH3:25])=[O:22])[C:19]3[CH:28]=[CH:29][CH:30]=[CH:31][C:18]=3[N:17]=2)=[N:11][C:12](Br)=[CH:13][N:14]=1)=[O:7])([CH3:4])([CH3:3])[CH3:2].[C:39]1([N:45]2[CH2:50][CH:49]=[C:48](B3OC(C)(C)C(C)(C)O3)[CH2:47][CH2:46]2)[CH:44]=[CH:43][CH:42]=[CH:41][CH:40]=1.C(P(C(C)(C)C)C1C=CC(N(C)C)=CC=1)(C)(C)C.C([O-])([O-])=O.[K+].[K+]. The catalyst is C1(C)C=CC=CC=1.O.C(Cl)Cl.Cl[Pd]Cl. The product is [C:1]([O:5][C:6]([N:8]([C:32]([O:34][C:35]([CH3:38])([CH3:37])[CH3:36])=[O:33])[C:9]1[C:10]([C:16]2[N:20]([C:21]([O:23][C:24]([CH3:27])([CH3:26])[CH3:25])=[O:22])[C:19]3[CH:28]=[CH:29][CH:30]=[CH:31][C:18]=3[N:17]=2)=[N:11][C:12]([C:48]2[CH2:49][CH2:50][N:45]([C:39]3[CH:44]=[CH:43][CH:42]=[CH:41][CH:40]=3)[CH2:46][CH:47]=2)=[CH:13][N:14]=1)=[O:7])([CH3:4])([CH3:3])[CH3:2]. The yield is 1.00.